The task is: Predict the reactants needed to synthesize the given product.. This data is from Full USPTO retrosynthesis dataset with 1.9M reactions from patents (1976-2016). (1) Given the product [F:1][C:2]1[CH:3]=[C:4]([N:25]2[CH:29]([CH3:30])[C:28](=[O:31])[N:27]([CH3:33])[C:26]2=[O:32])[CH:5]=[CH:6][C:7]=1[C:8]([N:10]1[CH2:15][CH2:14][N:13]([C:16]2[C:21]([CH3:22])=[CH:20][C:19]([CH3:23])=[C:18]([CH3:24])[N:17]=2)[CH2:12][CH2:11]1)=[O:9], predict the reactants needed to synthesize it. The reactants are: [F:1][C:2]1[CH:3]=[C:4]([N:25]2[CH:29]([CH3:30])[C:28](=[O:31])[NH:27][C:26]2=[O:32])[CH:5]=[CH:6][C:7]=1[C:8]([N:10]1[CH2:15][CH2:14][N:13]([C:16]2[C:21]([CH3:22])=[CH:20][C:19]([CH3:23])=[C:18]([CH3:24])[N:17]=2)[CH2:12][CH2:11]1)=[O:9].[CH3:33]I. (2) Given the product [F:13][C:14]1[C:22]([NH:23][S:24]([CH2:27][CH2:28][CH3:29])(=[O:25])=[O:26])=[CH:21][CH:20]=[C:19]([F:30])[C:15]=1[C:16]([NH:1][C:2]1[CH:3]=[C:4]2[C:10]([CH2:11][OH:12])=[N:9][NH:8][C:5]2=[N:6][CH:7]=1)=[O:17], predict the reactants needed to synthesize it. The reactants are: [NH2:1][C:2]1[CH:3]=[C:4]2[C:10]([CH2:11][OH:12])=[N:9][NH:8][C:5]2=[N:6][CH:7]=1.[F:13][C:14]1[C:22]([NH:23][S:24]([CH2:27][CH2:28][CH3:29])(=[O:26])=[O:25])=[CH:21][CH:20]=[C:19]([F:30])[C:15]=1[C:16](O)=[O:17].CCN=C=NCCCN(C)C.C1C=CC2N(O)N=NC=2C=1. (3) Given the product [CH:7]([N:10]1[N:19]=[C:18]([NH:20][C:21]2[CH:25]=[C:24]([CH3:26])[NH:23][N:22]=2)[C:17]2[C:12](=[CH:13][C:14]([CH2:27][S:3]([CH3:32])(=[O:5])=[O:2])=[CH:15][CH:16]=2)[C:11]1=[O:30])([CH3:9])[CH3:8], predict the reactants needed to synthesize it. The reactants are: O[O:2][S:3]([O-:5])=O.[K+].[CH:7]([N:10]1[N:19]=[C:18]([NH:20][C:21]2[CH:25]=[C:24]([CH3:26])[NH:23][N:22]=2)[C:17]2[C:12](=[CH:13][C:14]([CH2:27]SC)=[CH:15][CH:16]=2)[C:11]1=[O:30])([CH3:9])[CH3:8].O1CCOC[CH2:32]1.O. (4) Given the product [F:8][C:6]1[CH:5]=[C:4]([CH2:9][C:10]([NH:12][C@H:13]([C:15]([NH:18][CH:19]([C:24]2[C:28]3[CH:29]=[CH:30][CH:31]=[CH:32][C:27]=3[S:26][CH:25]=2)[C:20]([O:22][CH3:23])=[O:21])=[O:17])[CH3:14])=[O:11])[CH:3]=[C:2]([F:1])[CH:7]=1, predict the reactants needed to synthesize it. The reactants are: [F:1][C:2]1[CH:3]=[C:4]([CH2:9][C:10]([NH:12][C@H:13]([C:15]([OH:17])=O)[CH3:14])=[O:11])[CH:5]=[C:6]([F:8])[CH:7]=1.[NH2:18][CH:19]([C:24]1[C:28]2[CH:29]=[CH:30][CH:31]=[CH:32][C:27]=2[S:26][CH:25]=1)[C:20]([O:22][CH3:23])=[O:21]. (5) Given the product [Br:1][C:2]1[CH:7]=[CH:6][C:5]([O:8][Si:13]([CH:17]([CH3:19])[CH3:18])([CH:14]([CH3:16])[CH3:15])[CH:11]([CH3:12])[CH3:10])=[C:4]([F:9])[CH:3]=1, predict the reactants needed to synthesize it. The reactants are: [Br:1][C:2]1[CH:7]=[CH:6][C:5]([OH:8])=[C:4]([F:9])[CH:3]=1.[CH3:10][CH:11]([Si:13](Cl)([CH:17]([CH3:19])[CH3:18])[CH:14]([CH3:16])[CH3:15])[CH3:12].N1C=CN=C1.